This data is from Forward reaction prediction with 1.9M reactions from USPTO patents (1976-2016). The task is: Predict the product of the given reaction. (1) The product is: [CH3:18][C:16]1([CH3:19])[O:15][CH2:14][C:5]2=[C:6]([N:8]3[CH2:13][CH2:12][O:11][CH2:10][CH2:9]3)[NH:7][C:2](=[O:25])[C:3]([C:20]#[N:21])=[C:4]2[CH2:17]1. Given the reactants S[C:2]1[N:7]=[C:6]([N:8]2[CH2:13][CH2:12][O:11][CH2:10][CH2:9]2)[C:5]2[CH2:14][O:15][C:16]([CH3:19])([CH3:18])[CH2:17][C:4]=2[C:3]=1[C:20]#[N:21].BrCC[OH:25], predict the reaction product. (2) Given the reactants Cl.[CH3:2][NH:3][C:4]1[O:5][CH:6]=[C:7]([C:9]2[CH:16]=[CH:15][C:12]([CH2:13][NH2:14])=[CH:11][CH:10]=2)[N:8]=1.[Cl:17][C:18]1[CH:34]=[CH:33][C:21]2[CH2:22][CH2:23][N:24]([C:27](=[O:32])[C:28]([F:31])([F:30])[F:29])[CH2:25][CH2:26][C:20]=2[C:19]=1OS(C(F)(F)F)(=O)=O.C1C=CC(P(C2C(C3C(P(C4C=CC=CC=4)C4C=CC=CC=4)=CC=C4C=3C=CC=C4)=C3C(C=CC=C3)=CC=2)C2C=CC=CC=2)=CC=1.C(=O)([O-])[O-].[Cs+].[Cs+], predict the reaction product. The product is: [Cl:17][C:18]1[CH:34]=[CH:33][C:21]2[CH2:22][CH2:23][N:24]([C:27](=[O:32])[C:28]([F:29])([F:31])[F:30])[CH2:25][CH2:26][C:20]=2[C:19]=1[NH:14][CH2:13][C:12]1[CH:15]=[CH:16][C:9]([C:7]2[N:8]=[C:4]([NH:3][CH3:2])[O:5][CH:6]=2)=[CH:10][CH:11]=1. (3) The product is: [CH:16]1([N:7]2[CH2:8][C:9]([CH3:15])([CH3:14])[C:10](=[O:13])[N:11]([CH3:12])[C:5]3[CH:4]=[N:3][C:2]([NH:22][C:23]4[CH:31]=[CH:30][C:26]([C:27]([OH:29])=[O:28])=[CH:25][CH:24]=4)=[N:21][C:6]2=3)[CH2:20][CH2:19][CH2:18][CH2:17]1. Given the reactants Cl[C:2]1[N:3]=[CH:4][C:5]2[N:11]([CH3:12])[C:10](=[O:13])[C:9]([CH3:15])([CH3:14])[CH2:8][N:7]([CH:16]3[CH2:20][CH2:19][CH2:18][CH2:17]3)[C:6]=2[N:21]=1.[NH2:22][C:23]1[CH:31]=[CH:30][C:26]([C:27]([OH:29])=[O:28])=[CH:25][CH:24]=1.C(O)C, predict the reaction product. (4) Given the reactants [Br:1][C:2]1[N:6]2[N:7]=[C:8](F)[CH:9]=[CH:10][C:5]2=[N:4][CH:3]=1.[NH2:12][CH2:13][CH2:14][C:15]([CH3:18])([OH:17])[CH3:16], predict the reaction product. The product is: [Br:1][C:2]1[N:6]2[N:7]=[C:8]([NH:12][CH2:13][CH2:14][C:15]([CH3:18])([OH:17])[CH3:16])[CH:9]=[CH:10][C:5]2=[N:4][CH:3]=1. (5) Given the reactants [CH2:1]([CH:8]1[CH2:13][N:12]([CH2:14][C:15]2[CH:20]=[CH:19][CH:18]=[CH:17][CH:16]=2)[CH2:11][CH2:10][N:9]1[C:21]([C:23]1[CH:27]=[C:26]([CH3:28])[N:25]([C:29]2[CH:34]=C[CH:32]=[C:31](Br)[CH:30]=2)[C:24]=1[C:36]1[CH:41]=[CH:40][CH:39]=[CH:38][CH:37]=1)=[O:22])[C:2]1[CH:7]=[CH:6][CH:5]=[CH:4][CH:3]=1.[CH:42]1C=CC(P(C2C(C3C(P(C4C=CC=CC=4)C4C=CC=CC=4)=CC=C4C=3C=CC=C4)=C3C(C=CC=C3)=CC=2)C2C=CC=CC=2)=CC=1.CC(C)([O-])C.[Na+].[CH3:94][NH:95][CH2:96][CH2:97][CH2:98][CH3:99], predict the reaction product. The product is: [CH2:96]([N:95]([CH3:42])[C:94]1[CH:32]=[CH:31][CH:30]=[C:29]([N:25]2[C:26]([CH3:28])=[CH:27][C:23]([C:21]([N:9]3[CH2:10][CH2:11][N:12]([CH2:14][C:15]4[CH:16]=[CH:17][CH:18]=[CH:19][CH:20]=4)[CH2:13][C@H:8]3[CH2:1][C:2]3[CH:7]=[CH:6][CH:5]=[CH:4][CH:3]=3)=[O:22])=[C:24]2[C:36]2[CH:41]=[CH:40][CH:39]=[CH:38][CH:37]=2)[CH:34]=1)[CH2:97][CH2:98][CH3:99]. (6) Given the reactants [NH2:1][C:2]1[N:3]=[CH:4][C:5]2[C:10]([C:11]([C:13]3[CH:14]=[CH:15][C:16]([C:33]#[N:34])=[C:17]([NH:19][C:20](=[O:32])[CH2:21][C:22]4[CH:27]=[CH:26][C:25]([C:28]([F:31])([F:30])[F:29])=[CH:24][CH:23]=4)[CH:18]=3)=[O:12])=[CH:9][N:8]([C:35]([CH3:46])([CH3:45])[CH2:36][O:37][Si](C(C)(C)C)(C)C)[C:6]=2[N:7]=1.CCCC[N+](CCCC)(CCCC)CCCC.[F-], predict the reaction product. The product is: [NH2:1][C:2]1[N:3]=[CH:4][C:5]2[C:10]([C:11]([C:13]3[CH:14]=[CH:15][C:16]([C:33]#[N:34])=[C:17]([NH:19][C:20](=[O:32])[CH2:21][C:22]4[CH:23]=[CH:24][C:25]([C:28]([F:30])([F:31])[F:29])=[CH:26][CH:27]=4)[CH:18]=3)=[O:12])=[CH:9][N:8]([C:35]([CH3:46])([CH3:45])[CH2:36][OH:37])[C:6]=2[N:7]=1. (7) Given the reactants Br[C:2]1[C:7]([F:8])=[CH:6][C:5]([Si:9]([CH3:12])([CH3:11])[CH3:10])=[C:4]([F:13])[CH:3]=1.C([O-])(=O)C.[K+].[B:19]1([B:19]2[O:23][C:22]([CH3:25])([CH3:24])[C:21]([CH3:27])([CH3:26])[O:20]2)[O:23][C:22]([CH3:25])([CH3:24])[C:21]([CH3:27])([CH3:26])[O:20]1.O, predict the reaction product. The product is: [F:13][C:4]1[CH:3]=[C:2]([B:19]2[O:23][C:22]([CH3:25])([CH3:24])[C:21]([CH3:27])([CH3:26])[O:20]2)[C:7]([F:8])=[CH:6][C:5]=1[Si:9]([CH3:12])([CH3:11])[CH3:10]. (8) Given the reactants Cl[C:2]1[N:3]([CH2:19][C:20]2[CH:25]=[CH:24][C:23]([C:26]3[CH:31]=[CH:30][N:29]=[CH:28][CH:27]=3)=[CH:22][CH:21]=2)[N:4]=[C:5]2[C:10]=1[C:9](=[O:11])[N:8]([CH3:12])[C:7](=[O:13])[N:6]2[CH2:14][C:15]([CH3:18])([CH3:17])[CH3:16].C(=O)([O-])[O-].[K+].[K+].[C:38]1([OH:44])[CH:43]=[CH:42][CH:41]=[CH:40][CH:39]=1.O1CCOCC1, predict the reaction product. The product is: [CH3:12][N:8]1[C:9](=[O:11])[C:10]2=[C:2]([O:44][C:38]3[CH:43]=[CH:42][CH:41]=[CH:40][CH:39]=3)[N:3]([CH2:19][C:20]3[CH:25]=[CH:24][C:23]([C:26]4[CH:31]=[CH:30][N:29]=[CH:28][CH:27]=4)=[CH:22][CH:21]=3)[N:4]=[C:5]2[N:6]([CH2:14][C:15]([CH3:18])([CH3:16])[CH3:17])[C:7]1=[O:13]. (9) Given the reactants [Cl:1][C:2]1[CH:7]=[CH:6][CH:5]=[CH:4][C:3]=1B(O)O.[NH2:11][C:12]1[CH2:18][C:17]([C:19]([O:21][CH2:22][CH3:23])=[O:20])=[CH:16][C:15]2[CH:24]=[C:25](Br)[CH:26]=[CH:27][C:14]=2[N:13]=1.C1(C)C=CC=CC=1.C(=O)([O-])[O-].[Cs+].[Cs+], predict the reaction product. The product is: [NH2:11][C:12]1[CH2:18][C:17]([C:19]([O:21][CH2:22][CH3:23])=[O:20])=[CH:16][C:15]2[CH:24]=[C:25]([C:3]3[CH:4]=[CH:5][CH:6]=[CH:7][C:2]=3[Cl:1])[CH:26]=[CH:27][C:14]=2[N:13]=1.